This data is from Full USPTO retrosynthesis dataset with 1.9M reactions from patents (1976-2016). The task is: Predict the reactants needed to synthesize the given product. The reactants are: [CH3:1][C:2]1[CH:7]=[CH:6][N:5]2[C:8]([C:11]3[CH:12]=[C:13](OS(C(F)(F)F)(=O)=O)[CH:14]=[CH:15][CH:16]=3)=[CH:9][N:10]=[C:4]2[N:3]=1.C([O-])(=O)C.[K+].[B:30]1([B:30]2[O:34][C:33]([CH3:36])([CH3:35])[C:32]([CH3:38])([CH3:37])[O:31]2)[O:34][C:33]([CH3:36])([CH3:35])[C:32]([CH3:38])([CH3:37])[O:31]1.O. Given the product [CH3:1][C:2]1[CH:7]=[CH:6][N:5]2[C:8]([C:11]3[CH:16]=[CH:15][CH:14]=[C:13]([B:30]4[O:34][C:33]([CH3:36])([CH3:35])[C:32]([CH3:38])([CH3:37])[O:31]4)[CH:12]=3)=[CH:9][N:10]=[C:4]2[N:3]=1, predict the reactants needed to synthesize it.